This data is from Reaction yield outcomes from USPTO patents with 853,638 reactions. The task is: Predict the reaction yield, written as a fraction of the theoretical maximum amount of product (1.0 means a 100% yield; for example, 0.34 means a 34% yield). (1) The reactants are Br[C:2]1[C:7]2[N:8]=[C:9]([C:12]3[CH:13]=[N:14][N:15]([CH3:17])[CH:16]=3)[N:10]=[CH:11][C:6]=2[C:5](=[O:18])[N:4]([CH3:19])[CH:3]=1.[CH:20]1([CH2:23][O:24][C:25]2[CH:30]=[CH:29][C:28]([S:31]([CH3:34])(=[O:33])=[O:32])=[CH:27][C:26]=2B2OC(C)(C)C(C)(C)O2)[CH2:22][CH2:21]1.[O-]P([O-])([O-])=O.[K+].[K+].[K+]. The catalyst is O1CCOCC1.O.C1C=CC(P(C2C=CC=CC=2)[C-]2C=CC=C2)=CC=1.C1C=CC(P(C2C=CC=CC=2)[C-]2C=CC=C2)=CC=1.Cl[Pd]Cl.[Fe+2]. The product is [CH:20]1([CH2:23][O:24][C:25]2[CH:30]=[CH:29][C:28]([S:31]([CH3:34])(=[O:33])=[O:32])=[CH:27][C:26]=2[C:2]2[C:7]3[N:8]=[C:9]([C:12]4[CH:13]=[N:14][N:15]([CH3:17])[CH:16]=4)[N:10]=[CH:11][C:6]=3[C:5](=[O:18])[N:4]([CH3:19])[CH:3]=2)[CH2:21][CH2:22]1. The yield is 0.358. (2) The reactants are [C:1]([Si:5]([CH3:27])([CH3:26])[O:6][C@H:7]1[CH2:15][CH2:14][CH2:13][C@@:12]2([CH3:16])[C@H:8]1[CH2:9][CH2:10][C@@H:11]2[C:17](=[CH2:25])[CH2:18][CH2:19][CH2:20][C:21]([CH3:24])([OH:23])[CH3:22])([CH3:4])([CH3:3])[CH3:2].ClCCl.[CH3:31][Si:32]([CH3:39])([CH3:38])N1C=CN=C1. The catalyst is O. The product is [C:1]([Si:5]([CH3:26])([CH3:27])[O:6][C@H:7]1[CH2:15][CH2:14][CH2:13][C@@:12]2([CH3:16])[C@H:8]1[CH2:9][CH2:10][C@@H:11]2[C:17](=[CH2:25])[CH2:18][CH2:19][CH2:20][C:21]([CH3:24])([O:23][Si:32]([CH3:39])([CH3:38])[CH3:31])[CH3:22])([CH3:4])([CH3:3])[CH3:2]. The yield is 0.960. (3) The yield is 0.240. The reactants are [S:1]1[C:5]2[CH:6]=[C:7]([C:10]([OH:12])=O)[CH:8]=[CH:9][C:4]=2[N:3]=[CH:2]1.[CH2:13]1[C@H:22]2[C@H:17]([CH2:18][CH2:19][C:20]3[CH:26]=[CH:25][CH:24]=[CH:23][C:21]=32)[NH:16][CH2:15][CH2:14]1.F[P-](F)(F)(F)(F)F.N1(OC(N(C)C)=[N+](C)C)C2N=CC=CC=2N=N1. The product is [S:1]1[C:5]2[CH:6]=[C:7]([C:10]([N:16]3[C@@H:17]4[C@@H:22]([C:21]5[CH:23]=[CH:24][CH:25]=[CH:26][C:20]=5[CH2:19][CH2:18]4)[CH2:13][CH2:14][CH2:15]3)=[O:12])[CH:8]=[CH:9][C:4]=2[N:3]=[CH:2]1. No catalyst specified.